Dataset: Forward reaction prediction with 1.9M reactions from USPTO patents (1976-2016). Task: Predict the product of the given reaction. (1) Given the reactants [Br:1][C:2]1[CH:3]=[C:4]([N+:10]([O-])=O)[C:5]([O:8][CH3:9])=[N:6][CH:7]=1.[Sn](Cl)Cl.[CH3:16][CH2:17][O:18]C(C)=O, predict the reaction product. The product is: [Br:1][C:2]1[CH:3]=[C:4]([NH:10][C:17](=[O:18])[CH3:16])[C:5]([O:8][CH3:9])=[N:6][CH:7]=1. (2) Given the reactants [C:1]1([C:7]2[CH:8]=[N:9][CH:10]=[CH:11][CH:12]=2)[CH:6]=[CH:5][CH:4]=[CH:3][CH:2]=1.[NH2-:13].[Na+], predict the reaction product. The product is: [NH2:13][C:8]1[C:7]([C:1]2[CH:2]=[CH:3][CH:4]=[CH:5][CH:6]=2)=[CH:12][CH:11]=[CH:10][N:9]=1.[NH2:13][C:10]1[CH:11]=[CH:12][C:7]([C:1]2[CH:2]=[CH:3][CH:4]=[CH:5][CH:6]=2)=[CH:8][N:9]=1. (3) The product is: [Br:11][C:12]1[C:13]([C:24]2[S:26][CH:2]=[C:3]([C:5]3[CH:10]=[CH:9][CH:8]=[CH:7][CH:6]=3)[N:25]=2)=[CH:14][C:15]([NH:18][C:19]([NH:21][CH2:22][CH3:23])=[O:20])=[N:16][CH:17]=1. Given the reactants Br[CH2:2][C:3]([C:5]1[CH:10]=[CH:9][CH:8]=[CH:7][CH:6]=1)=O.[Br:11][C:12]1[C:13]([C:24](=[S:26])[NH2:25])=[CH:14][C:15]([NH:18][C:19]([NH:21][CH2:22][CH3:23])=[O:20])=[N:16][CH:17]=1, predict the reaction product.